This data is from Reaction yield outcomes from USPTO patents with 853,638 reactions. The task is: Predict the reaction yield, written as a fraction of the theoretical maximum amount of product (1.0 means a 100% yield; for example, 0.34 means a 34% yield). (1) The reactants are [F:1][CH:2]([F:26])[O:3][C:4]1[CH:9]=[CH:8][C:7]([C:10]2[CH:11]=[C:12]3[C:16](=[CH:17][CH:18]=2)[C:15](=[O:19])[O:14][CH2:13]3)=[C:6]([O:20]COC)[C:5]=1[O:24][CH3:25].Cl. The catalyst is CO. The product is [F:26][CH:2]([F:1])[O:3][C:4]1[CH:9]=[CH:8][C:7]([C:10]2[CH:11]=[C:12]3[C:16](=[CH:17][CH:18]=2)[C:15](=[O:19])[O:14][CH2:13]3)=[C:6]([OH:20])[C:5]=1[O:24][CH3:25]. The yield is 0.910. (2) The product is [OH:1][C@@H:2]([CH3:28])[CH2:3][CH2:4][CH2:5][CH2:6][N:7]1[C:16](=[O:17])[C:15]2[N:14]([CH2:18][C:19]3[CH:24]=[CH:23][CH:22]=[CH:21][CH:20]=3)[C:13]([CH2:25][NH:26][C:36]([O:38][C:39]([CH3:42])([CH3:41])[CH3:40])=[O:37])=[N:12][C:11]=2[N:10]([CH3:27])[C:8]1=[O:9]. The reactants are [OH:1][C@@H:2]([CH3:28])[CH2:3][CH2:4][CH2:5][CH2:6][N:7]1[C:16](=[O:17])[C:15]2[N:14]([CH2:18][C:19]3[CH:24]=[CH:23][CH:22]=[CH:21][CH:20]=3)[C:13]([CH2:25][NH2:26])=[N:12][C:11]=2[N:10]([CH3:27])[C:8]1=[O:9].C(N(CC)CC)C.[C:36](O[C:36]([O:38][C:39]([CH3:42])([CH3:41])[CH3:40])=[O:37])([O:38][C:39]([CH3:42])([CH3:41])[CH3:40])=[O:37]. The yield is 0.750. No catalyst specified. (3) The reactants are CO[C:3](=[O:24])[C:4]1[CH:9]=[CH:8][C:7]([O:10][CH2:11][C:12]2[C:13]([C:18]3[CH:23]=[CH:22][CH:21]=[CH:20][CH:19]=3)=[N:14][O:15][C:16]=2[CH3:17])=[N:6][CH:5]=1.[NH2:25][CH2:26][CH2:27][CH2:28][CH2:29][CH2:30][OH:31]. No catalyst specified. The product is [OH:31][CH2:30][CH2:29][CH2:28][CH2:27][CH2:26][NH:25][C:3](=[O:24])[C:4]1[CH:9]=[CH:8][C:7]([O:10][CH2:11][C:12]2[C:13]([C:18]3[CH:19]=[CH:20][CH:21]=[CH:22][CH:23]=3)=[N:14][O:15][C:16]=2[CH3:17])=[N:6][CH:5]=1. The yield is 0.140. (4) The reactants are [OH:1][C:2]1[C:3](C(O)=O)=[N:4][C:5]2[C:10]([CH:11]=1)=[CH:9][CH:8]=[CH:7][N:6]=2.Cl[C:16]1[C:25]2[C:20](=[CH:21][C:22]([O:28][CH3:29])=[C:23]([O:26][CH3:27])[CH:24]=2)[N:19]=[CH:18][CH:17]=1.O. The catalyst is CN(C)C1C=CN=CC=1.ClC1C=CC=CC=1Cl. The product is [CH3:27][O:26][C:23]1[CH:24]=[C:25]2[C:20](=[CH:21][C:22]=1[O:28][CH3:29])[N:19]=[CH:18][CH:17]=[C:16]2[O:1][C:2]1[CH:3]=[N:4][C:5]2[C:10]([CH:11]=1)=[CH:9][CH:8]=[CH:7][N:6]=2. The yield is 0.260.